Dataset: Peptide-MHC class II binding affinity with 134,281 pairs from IEDB. Task: Regression. Given a peptide amino acid sequence and an MHC pseudo amino acid sequence, predict their binding affinity value. This is MHC class II binding data. (1) The peptide sequence is RNEFPLLTTKRVFWR. The MHC is DRB1_1302 with pseudo-sequence DRB1_1302. The binding affinity (normalized) is 0.693. (2) The peptide sequence is CGMFTNRSGSQQW. The MHC is HLA-DPA10301-DPB10402 with pseudo-sequence YMFFMFSGGAISNTLFGQFEYFDIEKVRMHLGMT. The binding affinity (normalized) is 0.